From a dataset of Catalyst prediction with 721,799 reactions and 888 catalyst types from USPTO. Predict which catalyst facilitates the given reaction. (1) Reactant: C(N(C(C)C)C(C)C)C.[F:10][C:11]1[CH:16]=[CH:15][CH:14]=[CH:13][C:12]=1[N:17]1[C:25]2[C:20](=[C:21]([N:26]3[CH2:33][C@@H:32]4[C@@H:28]([CH2:29][NH:30][CH2:31]4)[C:27]3=[O:34])[CH:22]=[CH:23][CH:24]=2)[CH:19]=[N:18]1.[CH3:35][C:36]1[C:40]([CH2:41][C:42](O)=[O:43])=[C:39]([CH3:45])[O:38][N:37]=1.F[P-](F)(F)(F)(F)F.CN(C(N1C2C(=NC=CC=2)[N+]([O-])=N1)=[N+](C)C)C. Product: [CH3:35][C:36]1[C:40]([CH2:41][C:42]([N:30]2[CH2:31][C@@H:32]3[CH2:33][N:26]([C:21]4[CH:22]=[CH:23][CH:24]=[C:25]5[C:20]=4[CH:19]=[N:18][N:17]5[C:12]4[CH:13]=[CH:14][CH:15]=[CH:16][C:11]=4[F:10])[C:27](=[O:34])[C@@H:28]3[CH2:29]2)=[O:43])=[C:39]([CH3:45])[O:38][N:37]=1. The catalyst class is: 7. (2) Reactant: C(OC(N1C2C(=CC(C3C=CC=CC=3OC)=CC=2)C(C(O)C)=CC1(C)C)=O)(C)(C)C.[CH3:31][O:32][C:33]1[CH:38]=[CH:37][CH:36]=[CH:35][C:34]=1[C:39]1[CH:40]=[C:41]2[C:46](=[CH:47][CH:48]=1)[NH:45][C:44]([CH3:50])([CH3:49])[CH:43]=[C:42]2[CH:51]([O:53][CH2:54]/[CH:55]=[CH:56]/[C:57]1C=CC=CC=1)[CH3:52].C[Si]([N-][Si](C)(C)C)(C)C.[Na+].C(Br)C=CC1C=CC=CC=1. Product: [CH2:54]([O:53][CH:51]([C:42]1[C:41]2[C:46](=[CH:47][CH:48]=[C:39]([C:34]3[CH:35]=[CH:36][CH:37]=[CH:38][C:33]=3[O:32][CH3:31])[CH:40]=2)[NH:45][C:44]([CH3:50])([CH3:49])[CH:43]=1)[CH3:52])/[CH:55]=[CH:56]/[CH3:57]. The catalyst class is: 1. (3) Reactant: [CH3:1][O:2][C:3]([CH:5]1[C:18]2[CH:17]=[CH:16][CH:15]=[CH:14][C:13]=2[O:12][C:11]2[C:6]1=[CH:7][CH:8]=[CH:9][CH:10]=2)=[O:4].[CH:19](NC(C)C)(C)C.[Li].CI. Product: [CH3:1][O:2][C:3]([C:5]1([CH3:19])[C:6]2[CH:7]=[CH:8][CH:9]=[CH:10][C:11]=2[O:12][C:13]2[C:18]1=[CH:17][CH:16]=[CH:15][CH:14]=2)=[O:4]. The catalyst class is: 1. (4) Reactant: [Li].[Cl-].[Al+3].[Cl-].[Cl-].O[CH:7]([C:16]1[O:17][C:18]([CH3:21])=[CH:19][CH:20]=1)[C:8]1[CH:15]=[CH:14][C:11]([CH:12]=[O:13])=[CH:10][CH:9]=1.N. Product: [CH3:21][C:18]1[O:17][C:16]([CH2:7][C:8]2[CH:9]=[CH:10][C:11]([CH2:12][OH:13])=[CH:14][CH:15]=2)=[CH:20][CH:19]=1. The catalyst class is: 7. (5) Reactant: [NH2:1][C:2]1[N:7]=[C:6]([NH:8][CH:9]([CH3:19])[CH2:10][NH:11]C(=O)OC(C)(C)C)[CH:5]=[CH:4][C:3]=1[N+:20]([O-:22])=[O:21].[F:23][C:24]([F:29])([F:28])[C:25]([OH:27])=[O:26]. Product: [F:23][C:24]([F:29])([F:28])[C:25]([OH:27])=[O:26].[NH2:11][CH2:10][CH:9]([NH:8][C:6]1[N:7]=[C:2]([NH2:1])[C:3]([N+:20]([O-:22])=[O:21])=[CH:4][CH:5]=1)[CH3:19]. The catalyst class is: 4. (6) Reactant: [N+:1]([C:4]1[C:5]([NH:10][C:11]2[CH:16]=[CH:15][CH:14]=[CH:13][CH:12]=2)=[N:6][CH:7]=[CH:8][CH:9]=1)([O-])=O. Product: [C:11]1([NH:10][C:5]2[C:4]([NH2:1])=[CH:9][CH:8]=[CH:7][N:6]=2)[CH:16]=[CH:15][CH:14]=[CH:13][CH:12]=1. The catalyst class is: 99. (7) Reactant: [CH:1]1([CH:4]=O)[CH2:3][CH2:2]1.[CH3:6][C:7]([S@@:10]([NH2:12])=[O:11])([CH3:9])[CH3:8].S([O-])([O-])(=O)=O.[Mg+2].CC1C=CC(S([O-])(=O)=O)=CC=1.C1C=C[NH+]=CC=1. Product: [CH:1]1(/[CH:4]=[N:12]/[S:10]([C:7]([CH3:9])([CH3:8])[CH3:6])=[O:11])[CH2:3][CH2:2]1. The catalyst class is: 2. (8) The catalyst class is: 12. Reactant: Cl.[NH2:2][CH2:3][C:4]1[CH:9]=[CH:8][C:7]([OH:10])=[C:6]([O:11][CH3:12])[CH:5]=1.C(N(CC)CC)C.[CH:20]([C:23]1[CH:28]=[CH:27][C:26]([N:29]=[C:30]=[O:31])=[CH:25][CH:24]=1)([CH3:22])[CH3:21]. Product: [OH:10][C:7]1[CH:8]=[CH:9][C:4]([CH2:3][NH:2][C:30]([NH:29][C:26]2[CH:27]=[CH:28][C:23]([CH:20]([CH3:22])[CH3:21])=[CH:24][CH:25]=2)=[O:31])=[CH:5][C:6]=1[O:11][CH3:12].